From a dataset of Full USPTO retrosynthesis dataset with 1.9M reactions from patents (1976-2016). Predict the reactants needed to synthesize the given product. Given the product [Cl:1][C:2]1[C:14]2[C:13]3[C:8](=[CH:9][CH:10]=[CH:11][CH:12]=3)[C@@:7]([C:16]([F:19])([F:18])[F:17])([OH:15])[C:6]=2[CH:5]=[C:4]([O:20][CH2:21][CH2:22][C:23]([OH:26])([CH3:24])[CH3:25])[CH:3]=1, predict the reactants needed to synthesize it. The reactants are: [Cl:1][C:2]1[C:14]2[C:13]3[C:8](=[CH:9][CH:10]=[CH:11][CH:12]=3)[C@@:7]([C:16]([F:19])([F:18])[F:17])([OH:15])[C:6]=2[CH:5]=[C:4]([O:20][CH2:21][CH2:22][C:23]([O:26]CC2C=CC(OC)=CC=2)([CH3:25])[CH3:24])[CH:3]=1.